The task is: Predict the reactants needed to synthesize the given product.. This data is from Full USPTO retrosynthesis dataset with 1.9M reactions from patents (1976-2016). Given the product [Cl:6][C:7]1[CH:8]=[C:9]([C@@H:14]2[O:20][CH2:19][CH2:18][N:17]([C:21]([O:23][C:24]([CH3:25])([CH3:26])[CH3:27])=[O:22])[CH2:16][C@H:15]2[CH2:28][O:29][S:2]([CH3:1])(=[O:4])=[O:3])[CH:10]=[CH:11][C:12]=1[Cl:13], predict the reactants needed to synthesize it. The reactants are: [CH3:1][S:2](Cl)(=[O:4])=[O:3].[Cl:6][C:7]1[CH:8]=[C:9]([C@@H:14]2[O:20][CH2:19][CH2:18][N:17]([C:21]([O:23][C:24]([CH3:27])([CH3:26])[CH3:25])=[O:22])[CH2:16][C@H:15]2[CH2:28][OH:29])[CH:10]=[CH:11][C:12]=1[Cl:13].C(N(CC)CC)C.